The task is: Predict the product of the given reaction.. This data is from Forward reaction prediction with 1.9M reactions from USPTO patents (1976-2016). (1) Given the reactants [NH2:1][C:2]1[N:10]=[C:9]2[C:5]([N:6]=[CH:7][N:8]2C[C@]2(OCP(=O)([O-])[O-])C[C@@H]2C)=[C:4](Cl)[N:3]=1.C(N(CC)CC)C.C[O:31]C1C=C(C)C(S)=CC=1.O, predict the reaction product. The product is: [NH:3]1[C:4](=[O:31])[C:5]2[NH:6][CH:7]=[N:8][C:9]=2[N:10]=[C:2]1[NH2:1]. (2) Given the reactants [Br:1][C:2]1[CH:3]=[C:4]2[C:9](=[CH:10][C:11]=1[F:12])[NH:8][CH:7]=[CH:6][C:5]2=O.[Br:14][C:15]1[C:16]([F:26])=[C:17]2[C:22](=[CH:23][CH:24]=1)[NH:21][CH:20]=[CH:19][C:18]2=O.P(Cl)(Cl)([Cl:29])=O, predict the reaction product. The product is: [Br:1][C:2]1[CH:3]=[C:4]2[C:9](=[CH:10][C:11]=1[F:12])[N:8]=[CH:7][CH:6]=[C:5]2[Cl:29].[Br:14][C:15]1[C:16]([F:26])=[C:17]2[C:22](=[CH:23][CH:24]=1)[N:21]=[CH:20][CH:19]=[C:18]2[Cl:29].